This data is from Reaction yield outcomes from USPTO patents with 853,638 reactions. The task is: Predict the reaction yield, written as a fraction of the theoretical maximum amount of product (1.0 means a 100% yield; for example, 0.34 means a 34% yield). (1) The reactants are C([O:3][C:4]([C@@H:6]1[C@@H:8]([C:9](=[O:36])[NH:10][C@@H:11]([CH2:30][C:31]2[N:32]=[CH:33][S:34][CH:35]=2)[C:12]([NH:14][CH2:15][C:16]2[N:17]=[N:18][N:19]([C:21]3[CH:26]=[CH:25][C:24]([N+:27]([O-:29])=[O:28])=[CH:23][CH:22]=3)[CH:20]=2)=[O:13])[O:7]1)=[O:5])C.[Li+].[OH-]. No catalyst specified. The product is [N+:27]([C:24]1[CH:25]=[CH:26][C:21]([N:19]2[CH:20]=[C:16]([CH2:15][NH:14][C:12](=[O:13])[C@@H:11]([NH:10][C:9]([C@H:8]3[O:7][C@@H:6]3[C:4]([OH:5])=[O:3])=[O:36])[CH2:30][C:31]3[N:32]=[CH:33][S:34][CH:35]=3)[N:17]=[N:18]2)=[CH:22][CH:23]=1)([O-:29])=[O:28]. The yield is 0.783. (2) The yield is 0.870. The reactants are Br[CH2:2][C:3]1[N:4]=[C:5]([C:9]2[CH:14]=[CH:13][C:12]([O:15][CH3:16])=[CH:11][CH:10]=2)[O:6][C:7]=1[CH3:8].[F:17][C:18]1[C:26]([OH:27])=[CH:25][CH:24]=[C:23]([F:28])[C:19]=1[C:20]([NH2:22])=[O:21].C(=O)([O-])[O-].[K+].[K+]. The catalyst is CN(C=O)C. The product is [F:17][C:18]1[C:26]([O:27][CH2:2][C:3]2[N:4]=[C:5]([C:9]3[CH:14]=[CH:13][C:12]([O:15][CH3:16])=[CH:11][CH:10]=3)[O:6][C:7]=2[CH3:8])=[CH:25][CH:24]=[C:23]([F:28])[C:19]=1[C:20]([NH2:22])=[O:21]. (3) The reactants are Cl.[CH3:2][C@@H:3]1[CH2:7][CH2:6][CH2:5][N:4]1[C:8]1[N:13]=[C:12]([NH:14][C:15]2[CH:20]=[C:19]([C:21]#[N:22])[CH:18]=[CH:17][N:16]=2)[CH:11]=[C:10]([CH:23]2[CH2:27][CH2:26][NH:25][CH2:24]2)[CH:9]=1.[O:28]1[CH2:33][CH2:32][CH:31]([CH:34]=O)[CH2:30][CH2:29]1.C(O[BH-](OC(=O)C)OC(=O)C)(=O)C.[Na+]. The catalyst is CO. The product is [CH3:2][C@@H:3]1[CH2:7][CH2:6][CH2:5][N:4]1[C:8]1[N:13]=[C:12]([NH:14][C:15]2[CH:20]=[C:19]([CH:18]=[CH:17][N:16]=2)[C:21]#[N:22])[CH:11]=[C:10]([CH:23]2[CH2:27][CH2:26][N:25]([CH2:34][CH:31]3[CH2:32][CH2:33][O:28][CH2:29][CH2:30]3)[CH2:24]2)[CH:9]=1. The yield is 0.0830. (4) The reactants are C[Al](C)C.[CH:5]1([CH2:8][NH:9][CH2:10][CH2:11][CH3:12])[CH2:7][CH2:6]1.C(O[C:16]([C:18]1[N:22]2[C:23]3[CH:24]=[C:25]([F:39])[CH:26]=[CH:27][C:28]=3[N:29]([C:30]3[C:35]([CH3:36])=[CH:34][C:33]([CH3:37])=[CH:32][C:31]=3[CH3:38])[C:21]2=[N:20][C:19]=1[CH3:40])=[O:17])C.[OH-].[Na+]. The catalyst is C1C=CC=CC=1. The product is [CH:5]1([CH2:8][N:9]([CH2:10][CH2:11][CH3:12])[C:16]([C:18]2[N:22]3[C:23]4[CH:24]=[C:25]([F:39])[CH:26]=[CH:27][C:28]=4[N:29]([C:30]4[C:35]([CH3:36])=[CH:34][C:33]([CH3:37])=[CH:32][C:31]=4[CH3:38])[C:21]3=[N:20][C:19]=2[CH3:40])=[O:17])[CH2:7][CH2:6]1. The yield is 1.00. (5) The reactants are Cl.[C:2]([C:4]1([C:10]2[CH:15]=[CH:14][CH:13]=[CH:12][CH:11]=2)[CH2:9][CH2:8][NH:7][CH2:6][CH2:5]1)#[N:3].C(#N)C.[Cl:19][C:20]1[C:21]2[C:22](=[O:34])[N:23]3[CH:32](O)[CH2:31][CH2:30][C:24]3=[N:25][C:26]=2[CH:27]=[CH:28][CH:29]=1.C([BH3-])#N.[Na+]. The catalyst is C(O)(=O)C. The product is [Cl:19][C:20]1[CH:29]=[CH:28][CH:27]=[C:26]2[C:21]=1[C:22](=[O:34])[NH:23][C:24]([CH2:30][CH2:31][CH2:32][N:7]1[CH2:6][CH2:5][C:4]([C:2]#[N:3])([C:10]3[CH:15]=[CH:14][CH:13]=[CH:12][CH:11]=3)[CH2:9][CH2:8]1)=[N:25]2. The yield is 0.0800. (6) The reactants are [NH2:1][C@H:2]1[CH2:6][CH2:5][N:4]([C@H:7]2[CH2:12][CH2:11][C@@H:10]([N:13]([CH3:15])[CH3:14])[CH2:9][C@H:8]2[NH:16][C:17](=[O:19])[CH3:18])[C:3]1=[O:20].Cl[C:22]1[C:31]2[C:26](=[CH:27][CH:28]=[C:29]([C:32]([F:35])([F:34])[F:33])[CH:30]=2)[N:25]=[CH:24][N:23]=1.C(N(CC)CC)C. The catalyst is C(O)(C)C. The product is [CH3:14][N:13]([CH3:15])[C@H:10]1[CH2:9][C@@H:8]([NH:16][C:17](=[O:19])[CH3:18])[C@@H:7]([N:4]2[CH2:5][CH2:6][C@H:2]([NH:1][C:22]3[C:31]4[C:26](=[CH:27][CH:28]=[C:29]([C:32]([F:34])([F:35])[F:33])[CH:30]=4)[N:25]=[CH:24][N:23]=3)[C:3]2=[O:20])[CH2:12][CH2:11]1. The yield is 0.710. (7) The reactants are [N+:1]([C:4]1[CH:9]=[CH:8][C:7]([NH:10][C:11](=[O:14])[CH2:12][CH3:13])=[CH:6][CH:5]=1)([O-])=O.CO. The catalyst is [Pd].O1CCCC1. The product is [NH2:1][C:4]1[CH:5]=[CH:6][C:7]([NH:10][C:11](=[O:14])[CH2:12][CH3:13])=[CH:8][CH:9]=1. The yield is 0.948. (8) The reactants are [CH2:1]([C@H:3]1[C@@H:7]([C:8]2[N:12]3[C:13]4[CH:19]=[CH:18][N:17]([S:20]([C:23]5[CH:29]=[CH:28][C:26]([CH3:27])=[CH:25][CH:24]=5)(=[O:22])=[O:21])[C:14]=4[N:15]=[CH:16][C:11]3=[N:10][CH:9]=2)[CH2:6][N:5](C(OCC2C=CC=CC=2)=O)[CH2:4]1)[CH3:2].Br. The catalyst is CCOCC.O.C(Cl)Cl. The product is [CH2:1]([C@H:3]1[CH2:4][NH:5][CH2:6][C@H:7]1[C:8]1[N:12]2[C:13]3[CH:19]=[CH:18][N:17]([S:20]([C:23]4[CH:24]=[CH:25][C:26]([CH3:27])=[CH:28][CH:29]=4)(=[O:21])=[O:22])[C:14]=3[N:15]=[CH:16][C:11]2=[N:10][CH:9]=1)[CH3:2]. The yield is 0.610. (9) The reactants are [OH:1][C:2]1[CH:6]=[C:5]([CH3:7])[N:4]([C:8]2[CH:17]=[CH:16][C:15]3[C:10](=[CH:11][C:12]([O:18][CH3:19])=[CH:13][CH:14]=3)[CH:9]=2)[N:3]=1.[H-].[Na+].Cl[CH2:23][CH2:24][N:25]1[CH2:30][CH2:29][O:28][CH2:27][CH2:26]1. The catalyst is CN(C)C=O. The product is [CH3:19][O:18][C:12]1[CH:11]=[C:10]2[C:15]([CH:16]=[CH:17][C:8]([N:4]3[C:5]([CH3:7])=[CH:6][C:2]([O:1][CH2:23][CH2:24][N:25]4[CH2:30][CH2:29][O:28][CH2:27][CH2:26]4)=[N:3]3)=[CH:9]2)=[CH:14][CH:13]=1. The yield is 0.740.